Task: Regression/Classification. Given a drug SMILES string, predict its absorption, distribution, metabolism, or excretion properties. Task type varies by dataset: regression for continuous measurements (e.g., permeability, clearance, half-life) or binary classification for categorical outcomes (e.g., BBB penetration, CYP inhibition). For this dataset (b3db_regression), we predict Y.. Dataset: Blood-brain barrier permeability regression values from the B3DB database (1) The compound is CN(C)CCN(CC1=CC=C(C=C1)OC)C2=CC=CC=N2. The Y is 0.500 log(BB ratio). (2) The molecule is CC[C@@]1(C2=C(COC1=O)C(=O)N3CC4=CC5=CC=CC=C5N=C4C3=C2)O. The Y is -0.290 log(BB ratio).